From a dataset of Forward reaction prediction with 1.9M reactions from USPTO patents (1976-2016). Predict the product of the given reaction. (1) Given the reactants [Br:1][C:2]1[CH:10]=[CH:9][CH:8]=[CH:7][C:3]=1[C:4]([OH:6])=[O:5].[CH3:11][C:12](O)([CH3:14])[CH3:13].C1CCC(N=C=NC2CCCCC2)CC1, predict the reaction product. The product is: [Br:1][C:2]1[CH:10]=[CH:9][CH:8]=[CH:7][C:3]=1[C:4]([O:6][C:12]([CH3:14])([CH3:13])[CH3:11])=[O:5]. (2) The product is: [CH3:34][O:33][C:30]1[CH:31]=[CH:32][C:27]([C:26]([NH:1][CH2:2][CH2:3][CH2:4][C:5]([N:7]2[CH2:16][CH2:15][C:14]3[C:9](=[C:10]([N:19]4[CH2:24][CH2:23][N:22]([CH3:25])[CH2:21][CH2:20]4)[CH:11]=[CH:12][C:13]=3[O:17][CH3:18])[CH2:8]2)=[O:6])=[O:35])=[CH:28][CH:29]=1. Given the reactants [NH2:1][CH2:2][CH2:3][CH2:4][C:5]([N:7]1[CH2:16][CH2:15][C:14]2[C:9](=[C:10]([N:19]3[CH2:24][CH2:23][N:22]([CH3:25])[CH2:21][CH2:20]3)[CH:11]=[CH:12][C:13]=2[O:17][CH3:18])[CH2:8]1)=[O:6].[C:26](Cl)(=[O:35])[C:27]1[CH:32]=[CH:31][C:30]([O:33][CH3:34])=[CH:29][CH:28]=1, predict the reaction product.